Dataset: Catalyst prediction with 721,799 reactions and 888 catalyst types from USPTO. Task: Predict which catalyst facilitates the given reaction. (1) Reactant: C[Si](C)(C)N[Si](C)(C)C.[Li].C(O[C:14]([CH:16]1[CH2:21][CH2:20][N:19]([CH2:22][C:23]2[CH:28]=[CH:27][CH:26]=[CH:25][CH:24]=2)[CH2:18][CH2:17]1)=[O:15])C.[CH2:29]([O:36][N:37]=[CH2:38])[C:30]1[CH:35]=[CH:34][CH:33]=[CH:32][CH:31]=1.[NH4+].[Cl-]. Product: [CH2:22]([N:19]1[CH2:18][CH2:17][C:16]2([C:14](=[O:15])[N:37]([O:36][CH2:29][C:30]3[CH:35]=[CH:34][CH:33]=[CH:32][CH:31]=3)[CH2:38]2)[CH2:21][CH2:20]1)[C:23]1[CH:24]=[CH:25][CH:26]=[CH:27][CH:28]=1. The catalyst class is: 7. (2) Reactant: [NH2:1][C:2]1[N:7]=[CH:6][N:5]=[C:4]2[N:8]([CH2:19][C:20]3[N:21]([C:32]4[CH:37]=[CH:36][CH:35]=[CH:34][C:33]=4[CH3:38])[C:22](=[O:31])[C:23]4[C:28]([CH:29]=3)=[CH:27][CH:26]=[CH:25][C:24]=4[CH3:30])[N:9]=[C:10]([C:11]3[CH:16]=[CH:15][CH:14]=[C:13]([O:17]C)[CH:12]=3)[C:3]=12.B(Br)(Br)Br. Product: [NH2:1][C:2]1[N:7]=[CH:6][N:5]=[C:4]2[N:8]([CH2:19][C:20]3[N:21]([C:32]4[CH:37]=[CH:36][CH:35]=[CH:34][C:33]=4[CH3:38])[C:22](=[O:31])[C:23]4[C:28]([CH:29]=3)=[CH:27][CH:26]=[CH:25][C:24]=4[CH3:30])[N:9]=[C:10]([C:11]3[CH:16]=[CH:15][CH:14]=[C:13]([OH:17])[CH:12]=3)[C:3]=12. The catalyst class is: 2.